Dataset: Catalyst prediction with 721,799 reactions and 888 catalyst types from USPTO. Task: Predict which catalyst facilitates the given reaction. (1) Reactant: [ClH:1].[CH3:2][O:3][C:4](=[O:44])[C@@H:5]([NH:25][C:26](=[O:43])[C:27]1[CH:32]=[CH:31][C:30]([C:33]#[C:34][C:35]2[CH:40]=[CH:39][C:38]([CH2:41][NH2:42])=[CH:37][CH:36]=2)=[CH:29][CH:28]=1)[CH2:6][NH:7][C:8]([O:10][CH2:11][CH:12]1[C:24]2[CH:23]=[CH:22][CH:21]=[CH:20][C:19]=2[C:18]2[C:13]1=[CH:14][CH:15]=[CH:16][CH:17]=2)=[O:9].[NH:45]([C:50]([O:52][C:53]([CH3:56])([CH3:55])[CH3:54])=[O:51])[CH2:46][C:47](O)=[O:48].CN(C(ON1N=NC2C=CC=NC1=2)=[N+](C)C)C.F[P-](F)(F)(F)(F)F.CCN(C(C)C)C(C)C.Cl.O1CCOCC1. Product: [ClH:1].[CH3:2][O:3][C:4](=[O:44])[C@@H:5]([NH:25][C:26](=[O:43])[C:27]1[CH:28]=[CH:29][C:30]([C:33]#[C:34][C:35]2[CH:40]=[CH:39][C:38]([CH2:41][NH:42][C:47](=[O:48])[CH2:46][NH:45][C:50]([O:52][C:53]([CH3:55])([CH3:54])[CH3:56])=[O:51])=[CH:37][CH:36]=2)=[CH:31][CH:32]=1)[CH2:6][NH:7][C:8]([O:10][CH2:11][CH:12]1[C:13]2[CH:14]=[CH:15][CH:16]=[CH:17][C:18]=2[C:19]2[C:24]1=[CH:23][CH:22]=[CH:21][CH:20]=2)=[O:9]. The catalyst class is: 329. (2) Reactant: [Br-:1].[Br-].[Br-].C1([N+](C)(C)C)C=CC=CC=1.C1([N+](C)(C)C)C=CC=CC=1.C1([N+](C)(C)C)C=CC=CC=1.[Cl:34][C:35]1[CH:36]=[CH:37][C:38]([OH:44])=[C:39]([C:41](=[O:43])[CH3:42])[CH:40]=1.O. Product: [Br:1][CH2:42][C:41]([C:39]1[CH:40]=[C:35]([Cl:34])[CH:36]=[CH:37][C:38]=1[OH:44])=[O:43]. The catalyst class is: 7. (3) Reactant: [C:1]1([CH:7]([C:11]2[CH:16]=[CH:15][CH:14]=[CH:13][CH:12]=2)[C:8]([OH:10])=[O:9])[CH:6]=[CH:5][CH:4]=[CH:3][CH:2]=1.Cl[CH:18]([C:24]([CH3:26])=[O:25])[C:19]([O:21][CH2:22][CH3:23])=[O:20].CCN(C(C)C)C(C)C.CCOCC. Product: [C:1]1([CH:7]([C:11]2[CH:16]=[CH:15][CH:14]=[CH:13][CH:12]=2)[C:8]([O:10][CH:18]([C:24](=[O:25])[CH3:26])[C:19]([O:21][CH2:22][CH3:23])=[O:20])=[O:9])[CH:2]=[CH:3][CH:4]=[CH:5][CH:6]=1. The catalyst class is: 3. (4) Reactant: [CH:1]([N:4]1[CH2:9][CH2:8][N:7]([C:10]2[CH:15]=[N:14][C:13]([C:16]3[CH:21]=[CH:20][C:19]([NH2:22])=[CH:18][CH:17]=3)=[CH:12][N:11]=2)[CH2:6][CH2:5]1)([CH3:3])[CH3:2].[CH3:23][O:24][CH:25]1[CH2:30][CH2:29][CH:28]([C:31](O)=[O:32])[CH2:27][CH2:26]1.[ClH:34]. Product: [ClH:34].[ClH:34].[CH:1]([N:4]1[CH2:5][CH2:6][N:7]([C:10]2[CH:15]=[N:14][C:13]([C:16]3[CH:21]=[CH:20][C:19]([NH:22][C:31]([CH:28]4[CH2:29][CH2:30][CH:25]([O:24][CH3:23])[CH2:26][CH2:27]4)=[O:32])=[CH:18][CH:17]=3)=[CH:12][N:11]=2)[CH2:8][CH2:9]1)([CH3:3])[CH3:2]. The catalyst class is: 6. (5) Reactant: [NH2:1][C:2]1[C:11]([O:12][CH3:13])=[N:10][C:9]2[C:4](=[CH:5][C:6]([O:16][CH3:17])=[C:7]([O:14][CH3:15])[CH:8]=2)[N:3]=1.Cl[C:19]([O:21][CH2:22][CH3:23])=[O:20].N1C=CC=CC=1. Product: [CH3:13][O:12][C:11]1[C:2]([NH:1][C:19](=[O:20])[O:21][CH2:22][CH3:23])=[N:3][C:4]2[C:9](=[CH:8][C:7]([O:14][CH3:15])=[C:6]([O:16][CH3:17])[CH:5]=2)[N:10]=1. The catalyst class is: 4. (6) Reactant: C(#N)C.[NH2:4][C:5]1[N:9]([C:10]2[C:18]([Cl:19])=[C:13]3[CH2:14][CH2:15][CH2:16][CH2:17][N:12]3[N:11]=2)[N:8]=[CH:7][C:6]=1[C:20]#[N:21].[C:22](Cl)(=[O:24])[CH3:23]. Product: [Cl:19][C:18]1[C:10]([N:9]2[C:5]([NH:4][C:22](=[O:24])[CH3:23])=[C:6]([C:20]#[N:21])[CH:7]=[N:8]2)=[N:11][N:12]2[CH2:17][CH2:16][CH2:15][CH2:14][C:13]=12. The catalyst class is: 6. (7) Reactant: [CH3:1][O:2][C:3]1[CH:29]=[CH:28][C:6]([CH2:7][O:8][C:9](=[O:27])[CH2:10][CH2:11][CH2:12][CH2:13][CH2:14][CH2:15][CH2:16][CH2:17][CH2:18][CH2:19][CH2:20][CH2:21][CH2:22][CH2:23][C:24]([OH:26])=O)=[CH:5][CH:4]=1.ON1C2N=CC=CC=2N=N1.C(N(C(C)C)CC)(C)C.[C:49]([O:53][C:54]([CH2:56][O:57][C:58]1[CH:59]=[C:60]([CH:68]=[C:69]([O:71][CH2:72][C:73]([O:75][C:76]([CH3:79])([CH3:78])[CH3:77])=[O:74])[CH:70]=1)[CH2:61][NH:62][CH2:63][CH2:64][C:65]([OH:67])=[O:66])=[O:55])([CH3:52])([CH3:51])[CH3:50]. Product: [CH3:1][O:2][C:3]1[CH:4]=[CH:5][C:6]([CH2:7][O:8][C:9](=[O:27])[CH2:10][CH2:11][CH2:12][CH2:13][CH2:14][CH2:15][CH2:16][CH2:17][CH2:18][CH2:19][CH2:20][CH2:21][CH2:22][CH2:23][C:24](=[O:26])[N:62]([CH2:61][C:60]2[CH:59]=[C:58]([O:57][CH2:56][C:54]([O:53][C:49]([CH3:52])([CH3:50])[CH3:51])=[O:55])[CH:70]=[C:69]([O:71][CH2:72][C:73]([O:75][C:76]([CH3:79])([CH3:78])[CH3:77])=[O:74])[CH:68]=2)[CH2:63][CH2:64][C:65]([OH:67])=[O:66])=[CH:28][CH:29]=1. The catalyst class is: 13. (8) Reactant: [O:1]1[CH2:5][CH2:4][CH:3]([C:6]([OH:8])=O)[CH2:2]1.CCN=C=NCCCN(C)C.Cl.Cl.[CH3:22][NH:23][O:24][CH3:25].C(N(CC)CC)C. Product: [CH3:25][O:24][N:23]([CH3:22])[C:6]([CH:3]1[CH2:4][CH2:5][O:1][CH2:2]1)=[O:8]. The catalyst class is: 4. (9) Reactant: [F:1][C:2]1[C:7]([F:8])=[C:6]([N+:9]([O-])=O)[CH:5]=[CH:4][C:3]=1[N:12]1[CH2:17][CH2:16][N:15]([CH3:18])[CH2:14][CH2:13]1. Product: [F:8][C:7]1[C:2]([F:1])=[C:3]([N:12]2[CH2:17][CH2:16][N:15]([CH3:18])[CH2:14][CH2:13]2)[CH:4]=[CH:5][C:6]=1[NH2:9]. The catalyst class is: 19.